This data is from Peptide-MHC class I binding affinity with 185,985 pairs from IEDB/IMGT. The task is: Regression. Given a peptide amino acid sequence and an MHC pseudo amino acid sequence, predict their binding affinity value. This is MHC class I binding data. The peptide sequence is SPYNSQNAVA. The MHC is HLA-B07:02 with pseudo-sequence HLA-B07:02. The binding affinity (normalized) is 0.623.